Dataset: NCI-60 drug combinations with 297,098 pairs across 59 cell lines. Task: Regression. Given two drug SMILES strings and cell line genomic features, predict the synergy score measuring deviation from expected non-interaction effect. (1) Drug 1: CNC(=O)C1=CC=CC=C1SC2=CC3=C(C=C2)C(=NN3)C=CC4=CC=CC=N4. Drug 2: CN(C)C1=NC(=NC(=N1)N(C)C)N(C)C. Cell line: NCI-H322M. Synergy scores: CSS=0.419, Synergy_ZIP=1.21, Synergy_Bliss=0.738, Synergy_Loewe=-3.49, Synergy_HSA=-2.14. (2) Drug 1: CC1=C(C=C(C=C1)NC2=NC=CC(=N2)N(C)C3=CC4=NN(C(=C4C=C3)C)C)S(=O)(=O)N.Cl. Drug 2: CS(=O)(=O)CCNCC1=CC=C(O1)C2=CC3=C(C=C2)N=CN=C3NC4=CC(=C(C=C4)OCC5=CC(=CC=C5)F)Cl. Cell line: T-47D. Synergy scores: CSS=9.88, Synergy_ZIP=-3.38, Synergy_Bliss=7.82, Synergy_Loewe=1.54, Synergy_HSA=7.19. (3) Cell line: MDA-MB-231. Drug 1: C1=C(C(=O)NC(=O)N1)N(CCCl)CCCl. Synergy scores: CSS=29.5, Synergy_ZIP=-0.490, Synergy_Bliss=3.66, Synergy_Loewe=2.73, Synergy_HSA=7.04. Drug 2: C1CN(CCN1C(=O)CCBr)C(=O)CCBr. (4) Drug 1: CC(CN1CC(=O)NC(=O)C1)N2CC(=O)NC(=O)C2. Drug 2: CC1=C(C(=CC=C1)Cl)NC(=O)C2=CN=C(S2)NC3=CC(=NC(=N3)C)N4CCN(CC4)CCO. Cell line: SF-295. Synergy scores: CSS=32.4, Synergy_ZIP=-6.00, Synergy_Bliss=1.52, Synergy_Loewe=5.86, Synergy_HSA=6.23.